From a dataset of Reaction yield outcomes from USPTO patents with 853,638 reactions. Predict the reaction yield, written as a fraction of the theoretical maximum amount of product (1.0 means a 100% yield; for example, 0.34 means a 34% yield). (1) The reactants are [CH3:1][C:2]1[C:3]([C:8]([OH:10])=O)=[N:4][CH:5]=[CH:6][N:7]=1.[CH2:11]([C:15]1[CH:16]=[C:17]([CH:19]=[CH:20][C:21]=1[CH:22]([C:27]([F:30])([F:29])[F:28])[C:23]([F:26])([F:25])[F:24])[NH2:18])[CH:12]([CH3:14])[CH3:13].[I-].ClC1C=CC=C[N+]=1C.C(N(CC)CC)C. The catalyst is O1CCCC1.C(OCC)(=O)C. The product is [CH2:11]([C:15]1[CH:16]=[C:17]([NH:18][C:8]([C:3]2[C:2]([CH3:1])=[N:7][CH:6]=[CH:5][N:4]=2)=[O:10])[CH:19]=[CH:20][C:21]=1[CH:22]([C:27]([F:28])([F:29])[F:30])[C:23]([F:24])([F:25])[F:26])[CH:12]([CH3:14])[CH3:13]. The yield is 0.690. (2) The reactants are [CH3:1][C:2]1([CH3:33])[O:7][CH2:6][C:5]([C:9]2[CH:18]=[CH:17][C:16]3[C:11](=[CH:12][CH:13]=[C:14]([O:19][C:20]4[CH:25]=[CH:24][C:23]([O:26][C:27]5C=[CH:31][CH:30]=[CH:29][CH:28]=5)=[CH:22][CH:21]=4)[CH:15]=3)[CH:10]=2)([NH2:8])[CH2:4][O:3]1.CC1(C)OCC([N+]([O-])=O)(C2C=CC3C(=CC=C(OC4C=CC(OCCCCC)=CC=4)C=3)C=2)CO1. No catalyst specified. The product is [CH3:1][C:2]1([CH3:33])[O:7][CH2:6][C:5]([C:9]2[CH:18]=[CH:17][C:16]3[C:11](=[CH:12][CH:13]=[C:14]([O:19][C:20]4[CH:25]=[CH:24][C:23]([O:26][CH2:27][CH2:28][CH2:29][CH2:30][CH3:31])=[CH:22][CH:21]=4)[CH:15]=3)[CH:10]=2)([NH2:8])[CH2:4][O:3]1. The yield is 0.870. (3) The reactants are Br[C:2]1[CH:7]=[CH:6][C:5]([C:8]2[N:9]([CH2:14][C@@H:15]3[CH2:19][CH2:18][N:17]([C:20]([CH:22]4[CH2:24][CH2:23]4)=[O:21])[CH2:16]3)[C:10](=[O:13])[NH:11][N:12]=2)=[C:4]([F:25])[CH:3]=1.[F:26][C:27]1[CH:32]=[C:31]([O:33][CH3:34])[CH:30]=[CH:29][C:28]=1B(O)O.C([O-])([O-])=O.[K+].[K+].Cl. The catalyst is CCOC(C)=O.C1C=CC(P(C2C=CC=CC=2)[C-]2C=CC=C2)=CC=1.C1C=CC(P(C2C=CC=CC=2)[C-]2C=CC=C2)=CC=1.Cl[Pd]Cl.[Fe+2].O1CCOCC1. The product is [CH:22]1([C:20]([N:17]2[CH2:18][CH2:19][C@@H:15]([CH2:14][N:9]3[C:8]([C:5]4[CH:6]=[CH:7][C:2]([C:28]5[CH:29]=[CH:30][C:31]([O:33][CH3:34])=[CH:32][C:27]=5[F:26])=[CH:3][C:4]=4[F:25])=[N:12][NH:11][C:10]3=[O:13])[CH2:16]2)=[O:21])[CH2:24][CH2:23]1. The yield is 0.150.